Dataset: Catalyst prediction with 721,799 reactions and 888 catalyst types from USPTO. Task: Predict which catalyst facilitates the given reaction. (1) Reactant: C1C=C(Cl)C=C(C(OO)=[O:9])C=1.[Br:12][C:13]1[C:14]([C:32]2[CH:37]=[CH:36][CH:35]=[CH:34][CH:33]=2)=[N:15][C:16]([NH:19][C:20]2[O:21][C@:22]3([CH2:30][N:31]=2)[CH:27]2[CH2:28][CH2:29][N:24]([CH2:25][CH2:26]2)[CH2:23]3)=[N:17][CH:18]=1. Product: [Br:12][C:13]1[C:14]([C:32]2[CH:37]=[CH:36][CH:35]=[CH:34][CH:33]=2)=[N:15][C:16]([NH:19][C:20]2[O:21][C@:22]3([CH2:30][N:31]=2)[CH:27]2[CH2:28][CH2:29][N+:24]([O-:9])([CH2:25][CH2:26]2)[CH2:23]3)=[N:17][CH:18]=1. The catalyst class is: 1. (2) Reactant: [CH3:1][C:2]1[C:11]2[C:6](=[CH:7][C:8]([NH:12][C:13](=[O:16])[O:14][CH3:15])=[CH:9][CH:10]=2)[CH2:5][CH2:4][N:3]=1.[CH3:17]I.[BH4-].[Na+]. Product: [CH3:1][CH:2]1[C:11]2[C:6](=[CH:7][C:8]([NH:12][C:13](=[O:16])[O:14][CH3:15])=[CH:9][CH:10]=2)[CH2:5][CH2:4][N:3]1[CH3:17]. The catalyst class is: 25.